Dataset: Full USPTO retrosynthesis dataset with 1.9M reactions from patents (1976-2016). Task: Predict the reactants needed to synthesize the given product. (1) The reactants are: C([O:3][C:4](=[O:20])[CH:5]([N:13]1[CH2:18][CH2:17][N:16]([CH3:19])[CH2:15][CH2:14]1)[C:6]1[CH:7]=[N:8][C:9]([CH3:12])=[CH:10][CH:11]=1)C.C(C(N1CCN(C)CC1)(C1C=NC(C)=CC=1)C([O-])=O)C.[OH-].[K+:42].O. Given the product [CH3:19][N:16]1[CH2:17][CH2:18][N:13]([CH:5]([C:6]2[CH:7]=[N:8][C:9]([CH3:12])=[CH:10][CH:11]=2)[C:4]([O-:20])=[O:3])[CH2:14][CH2:15]1.[K+:42], predict the reactants needed to synthesize it. (2) Given the product [Cl:25][C:24]1[C:19]([N:15]2[CH2:16][CH2:17][C:9]3[C:8]([NH:7][C:1]4[CH:2]=[CH:3][CH:4]=[CH:5][CH:6]=4)=[N:13][CH:12]=[N:11][C:10]=3[CH2:14]2)=[N:20][CH:21]=[CH:22][CH:23]=1, predict the reactants needed to synthesize it. The reactants are: [C:1]1([NH:7][C:8]2[C:9]3[CH2:17][CH2:16][NH:15][CH2:14][C:10]=3[N:11]=[CH:12][N:13]=2)[CH:6]=[CH:5][CH:4]=[CH:3][CH:2]=1.Cl[C:19]1[C:24]([Cl:25])=[CH:23][CH:22]=[CH:21][N:20]=1.C(N(CC)C(C)C)(C)C. (3) Given the product [Cl:43][CH2:41][C:21]1[N:20]=[CH:19][C:18]([C:15]2[CH:16]=[CH:17][C:12]([C@H:8]3[O:7][C:6]([CH3:26])([CH3:27])[N:5]([C:3](=[O:4])[CH:2]([F:28])[F:1])[C@@H:9]3[CH2:10][F:11])=[CH:13][CH:14]=2)=[CH:23][CH:22]=1, predict the reactants needed to synthesize it. The reactants are: [F:1][CH:2]([F:28])[C:3]([N:5]1[C@H:9]([CH2:10][F:11])[C@@H:8]([C:12]2[CH:17]=[CH:16][C:15]([C:18]3[C:19](C)=[N:20][C:21](O)=[CH:22][CH:23]=3)=[CH:14][CH:13]=2)[O:7][C:6]1([CH3:27])[CH3:26])=[O:4].C(N(CC)CC)C.CS(Cl)(=O)=O.[CH2:41]([Cl:43])Cl.